This data is from Retrosynthesis with 50K atom-mapped reactions and 10 reaction types from USPTO. The task is: Predict the reactants needed to synthesize the given product. Given the product CCOC(=O)C1C2Cc3cc(OCc4nc(-c5c(C)cccc5C)ccc4F)ncc3C21, predict the reactants needed to synthesize it. The reactants are: CCOC(=O)C1C2Cc3cc(O)ncc3C21.Cc1cccc(C)c1-c1ccc(F)c(CBr)n1.